From a dataset of Forward reaction prediction with 1.9M reactions from USPTO patents (1976-2016). Predict the product of the given reaction. Given the reactants Cl[C:2]1C=C(C=C[CH:11]=1)C(OO)=O.C(S[C:15]1[N:19]([CH3:20])[N:18]=[C:17]([C:21]([F:24])([F:23])[F:22])[C:16]=1[C:25]1[S:26][C:27]2[C:32]([N:33]=1)=[CH:31][C:30]([C:34]([F:37])([F:36])[F:35])=[CH:29][N:28]=2)C.[S:38]([O-:42])([O-])(=[O:40])=S.[Na+].[Na+], predict the reaction product. The product is: [CH2:2]([S:38]([C:15]1[N:19]([CH3:20])[N:18]=[C:17]([C:21]([F:22])([F:24])[F:23])[C:16]=1[C:25]1[S:26][C:27]2[C:32]([N:33]=1)=[CH:31][C:30]([C:34]([F:36])([F:37])[F:35])=[CH:29][N:28]=2)(=[O:42])=[O:40])[CH3:11].